From a dataset of Forward reaction prediction with 1.9M reactions from USPTO patents (1976-2016). Predict the product of the given reaction. The product is: [N:1]1[S:2][N:3]=[C:4]2[CH:9]=[C:8]([O:10][C:11]3[N:19]=[CH:18][CH:17]=[CH:16][C:12]=3[C:13]([NH:20][CH2:21][C:22]3[CH:27]=[CH:26][C:25]([C:28]([OH:31])([CH3:29])[CH3:30])=[CH:24][CH:23]=3)=[O:15])[CH:7]=[CH:6][C:5]=12. Given the reactants [N:1]1[S:2][N:3]=[C:4]2[CH:9]=[C:8]([O:10][C:11]3[N:19]=[CH:18][CH:17]=[CH:16][C:12]=3[C:13]([OH:15])=O)[CH:7]=[CH:6][C:5]=12.[NH2:20][CH2:21][C:22]1[CH:27]=[CH:26][C:25]([C:28]([OH:31])([CH3:30])[CH3:29])=[CH:24][CH:23]=1.O.ON1C2C=CC=CC=2N=N1.Cl.CN(C)CCCN=C=NCC, predict the reaction product.